This data is from Full USPTO retrosynthesis dataset with 1.9M reactions from patents (1976-2016). The task is: Predict the reactants needed to synthesize the given product. (1) Given the product [CH3:22][O:23][C:24]1[C:32]([O:33][CH3:34])=[C:31]([O:35][CH3:36])[CH:30]=[C:29]([CH3:37])[C:25]=1[C:26]([C:7]1[C:8]([O:15][CH3:16])=[N:9][CH:10]=[C:11]([Cl:14])[C:12]=1[CH3:13])=[O:27], predict the reactants needed to synthesize it. The reactants are: C([Mg]Cl)(C)C.Br[C:7]1[C:8]([O:15][CH3:16])=[N:9][CH:10]=[C:11]([Cl:14])[C:12]=1[CH3:13].[Cu]C#N.[Cl-].[Li+].[CH3:22][O:23][C:24]1[C:32]([O:33][CH3:34])=[C:31]([O:35][CH3:36])[CH:30]=[C:29]([CH3:37])[C:25]=1[C:26](Cl)=[O:27].COC1C(OC)=C(OC)C=C(C)C=1C(O)=O.S(Cl)(Cl)=O. (2) Given the product [CH:1]1([O:6][C:7]2[C:8]([O:30][CH3:31])=[CH:9][CH:10]=[C:11]3[C:16]=2[N:15]([CH2:17][CH2:18][N:34]([CH3:35])[CH3:33])[C:14](=[O:20])[CH:13]=[C:12]3[NH:21][C:22]2[C:23]([Cl:29])=[CH:24][N:25]=[CH:26][C:27]=2[Cl:28])[CH2:5][CH2:4][CH2:3][CH2:2]1, predict the reactants needed to synthesize it. The reactants are: [CH:1]1([O:6][C:7]2[C:8]([O:30][CH3:31])=[CH:9][CH:10]=[C:11]3[C:16]=2[N:15]([CH2:17][CH:18]=O)[C:14](=[O:20])[CH:13]=[C:12]3[NH:21][C:22]2[C:27]([Cl:28])=[CH:26][N:25]=[CH:24][C:23]=2[Cl:29])[CH2:5][CH2:4][CH2:3][CH2:2]1.Cl.[CH3:33][NH:34][CH3:35].C(N(CC)CC)C.[BH4-].[Na+].N.